From a dataset of Forward reaction prediction with 1.9M reactions from USPTO patents (1976-2016). Predict the product of the given reaction. (1) Given the reactants [OH:1][C:2]1[CH:3]=[C:4]([CH:8]=[CH:9][C:10]=1[I:11])[C:5](O)=[O:6].B.C1COCC1.O, predict the reaction product. The product is: [OH:6][CH2:5][C:4]1[CH:8]=[CH:9][C:10]([I:11])=[C:2]([OH:1])[CH:3]=1. (2) Given the reactants [C:1]1([CH2:7][C:8]2([CH2:18][C:19]3[CH:24]=[CH:23][CH:22]=[CH:21][CH:20]=3)[CH:12]3[CH2:13][NH:14][CH2:15][CH2:16][N:11]3[C:10](=[O:17])[O:9]2)[CH:6]=[CH:5][CH:4]=[CH:3][CH:2]=1.[F:25][C:26]1[CH:35]=[CH:34][C:29]([CH2:30][N:31]=[C:32]=[O:33])=[CH:28][CH:27]=1, predict the reaction product. The product is: [C:19]1([CH2:18][C:8]2([CH2:7][C:1]3[CH:2]=[CH:3][CH:4]=[CH:5][CH:6]=3)[CH:12]3[CH2:13][N:14]([C:32]([NH:31][CH2:30][C:29]4[CH:34]=[CH:35][C:26]([F:25])=[CH:27][CH:28]=4)=[O:33])[CH2:15][CH2:16][N:11]3[C:10](=[O:17])[O:9]2)[CH:24]=[CH:23][CH:22]=[CH:21][CH:20]=1. (3) Given the reactants [OH:1][C:2]1[CH:11]=[C:10]2[C:5]([C:6]([C:23]([OH:25])=[O:24])=[C:7]([CH3:22])[C:8]([C:12]3[CH:17]=[CH:16][CH:15]=[C:14]([C:18]([F:21])([F:20])[F:19])[CH:13]=3)=[N:9]2)=[CH:4][C:3]=1[S:26]([CH3:29])(=[O:28])=[O:27].[C:30](Cl)(=O)C(Cl)=O.CO, predict the reaction product. The product is: [OH:1][C:2]1[CH:11]=[C:10]2[C:5]([C:6]([C:23]([O:25][CH3:30])=[O:24])=[C:7]([CH3:22])[C:8]([C:12]3[CH:17]=[CH:16][CH:15]=[C:14]([C:18]([F:20])([F:21])[F:19])[CH:13]=3)=[N:9]2)=[CH:4][C:3]=1[S:26]([CH3:29])(=[O:28])=[O:27]. (4) Given the reactants [O:1]1[C@H:5]2[O:6][CH2:7][CH2:8][C@H:4]2[C@@H:3]([OH:9])[CH2:2]1.C1COCC1.CC(OI1(OC(C)=O)(OC(C)=O)OC(=O)C2C=CC=CC1=2)=O, predict the reaction product. The product is: [O:1]1[C@H:5]2[O:6][CH2:7][CH2:8][C@H:4]2[C:3](=[O:9])[CH2:2]1. (5) Given the reactants [CH:1]1([O:6][N:7]2C(=O)C3C(=CC=CC=3)C2=O)[CH2:5][CH2:4][CH2:3][CH2:2]1.NN.[N+:20]([C:23]1[CH:29]=[C:28]([S:30](Cl)(=[O:32])=[O:31])[CH:27]=[CH:26][C:24]=1[NH2:25])([O-:22])=[O:21].C(N(CC)C(C)C)(C)C, predict the reaction product. The product is: [NH2:25][C:24]1[CH:26]=[CH:27][C:28]([S:30]([NH:7][O:6][CH:1]2[CH2:2][CH2:3][CH2:4][CH2:5]2)(=[O:32])=[O:31])=[CH:29][C:23]=1[N+:20]([O-:22])=[O:21]. (6) Given the reactants [CH2:1]([O:8][C:9]1[CH:10]=[C:11]([OH:15])[CH:12]=[CH:13][CH:14]=1)[C:2]1[CH:7]=[CH:6][CH:5]=[CH:4][CH:3]=1.O[CH:17]1[CH2:22][CH2:21][N:20]([C:23]([O:25][C:26]([CH3:29])([CH3:28])[CH3:27])=[O:24])[CH2:19][CH2:18]1.C1C=CC(P(C2C=CC=CC=2)C2C=CC=CC=2)=CC=1.CCOC(/N=N/C(OCC)=O)=O, predict the reaction product. The product is: [CH2:1]([O:8][C:9]1[CH:10]=[C:11]([CH:12]=[CH:13][CH:14]=1)[O:15][CH:17]1[CH2:22][CH2:21][N:20]([C:23]([O:25][C:26]([CH3:29])([CH3:28])[CH3:27])=[O:24])[CH2:19][CH2:18]1)[C:2]1[CH:3]=[CH:4][CH:5]=[CH:6][CH:7]=1. (7) Given the reactants [NH2:1][C:2]1[C:6]([C:7]2[N:12]=[C:11]([NH:13][C:14]3[N:19]=[CH:18][C:17]4[N:20]=[C:21]([CH2:26][O:27]C5CCCCO5)[N:22]([CH:23]([CH3:25])[CH3:24])[C:16]=4[CH:15]=3)[CH:10]=[CH:9][N:8]=2)=[CH:5][N:4]([CH2:34][CH:35]2[CH2:37][CH2:36]2)[N:3]=1.FC(F)(F)C(O)=O, predict the reaction product. The product is: [NH2:1][C:2]1[C:6]([C:7]2[N:12]=[C:11]([NH:13][C:14]3[N:19]=[CH:18][C:17]4[N:20]=[C:21]([CH2:26][OH:27])[N:22]([CH:23]([CH3:25])[CH3:24])[C:16]=4[CH:15]=3)[CH:10]=[CH:9][N:8]=2)=[CH:5][N:4]([CH2:34][CH:35]2[CH2:37][CH2:36]2)[N:3]=1.